This data is from Peptide-MHC class I binding affinity with 185,985 pairs from IEDB/IMGT. The task is: Regression. Given a peptide amino acid sequence and an MHC pseudo amino acid sequence, predict their binding affinity value. This is MHC class I binding data. (1) The peptide sequence is FPLQEGSHL. The MHC is HLA-B51:01 with pseudo-sequence HLA-B51:01. The binding affinity (normalized) is 0.426. (2) The peptide sequence is QAYAAPQLF. The MHC is HLA-B57:01 with pseudo-sequence HLA-B57:01. The binding affinity (normalized) is 0.486. (3) The peptide sequence is WMQELRAGA. The MHC is HLA-A69:01 with pseudo-sequence HLA-A69:01. The binding affinity (normalized) is 0.390.